Dataset: Catalyst prediction with 721,799 reactions and 888 catalyst types from USPTO. Task: Predict which catalyst facilitates the given reaction. The catalyst class is: 267. Product: [CH3:21][CH:20]([CH3:22])[CH2:19][C:16]1[CH:17]=[CH:18][C:13]([C:11]2[O:10][N:9]=[C:8]([C:5]3[CH:6]=[CH:7][C:2]([C:24]#[N:25])=[CH:3][C:4]=3[CH3:23])[N:12]=2)=[CH:14][CH:15]=1. Reactant: Br[C:2]1[CH:7]=[CH:6][C:5]([C:8]2[N:12]=[C:11]([C:13]3[CH:18]=[CH:17][C:16]([CH2:19][CH:20]([CH3:22])[CH3:21])=[CH:15][CH:14]=3)[O:10][N:9]=2)=[C:4]([CH3:23])[CH:3]=1.[CH3:24][N:25](C=O)C.